Predict which catalyst facilitates the given reaction. From a dataset of Catalyst prediction with 721,799 reactions and 888 catalyst types from USPTO. (1) Reactant: C[O:2][C:3](=O)[C:4]1[CH:9]=[C:8]([CH3:10])[N:7]=[C:6]([Br:11])[CH:5]=1.CC(C[AlH]CC(C)C)C. Product: [Br:11][C:6]1[CH:5]=[C:4]([CH2:3][OH:2])[CH:9]=[C:8]([CH3:10])[N:7]=1. The catalyst class is: 2. (2) Reactant: O[CH2:2][C:3]1[CH:8]=[CH:7][N:6]=[C:5]([NH:9][C:10]2[S:11][C:12]([C:15]#[N:16])=[CH:13][N:14]=2)[CH:4]=1.CN(C)C=O.P(Cl)(Cl)([Cl:24])=O. Product: [Cl:24][CH2:2][C:3]1[CH:8]=[CH:7][N:6]=[C:5]([NH:9][C:10]2[S:11][C:12]([C:15]#[N:16])=[CH:13][N:14]=2)[CH:4]=1. The catalyst class is: 2. (3) Reactant: [F:1][C:2]1[CH:3]=[C:4]([C:11]2[N:15]3[N:16]=[CH:17][CH:18]=[CH:19][C:14]3=[N:13][C:12]=2[C:20]([O:22]CC)=[O:21])[CH:5]=[C:6]([F:10])[C:7]=1[O:8][CH3:9].[OH-].[Li+]. Product: [F:1][C:2]1[CH:3]=[C:4]([C:11]2[N:15]3[N:16]=[CH:17][CH:18]=[CH:19][C:14]3=[N:13][C:12]=2[C:20]([OH:22])=[O:21])[CH:5]=[C:6]([F:10])[C:7]=1[O:8][CH3:9]. The catalyst class is: 40. (4) Reactant: [CH:1]1([CH2:8][N:9]2[C:13]3=[N:14][CH:15]=[CH:16][CH:17]=[C:12]3[C:11]([C:18](=[N:20][OH:21])[NH2:19])=[N:10]2)[CH2:7][CH2:6][CH2:5][CH2:4][CH2:3][CH2:2]1.N1C=CC=CC=1.Cl[C:29](OCC(CC)CCCC)=[O:30].O. Product: [CH:1]1([CH2:8][N:9]2[C:13]3=[N:14][CH:15]=[CH:16][CH:17]=[C:12]3[C:11]([C:18]3[NH:19][C:29](=[O:30])[O:21][N:20]=3)=[N:10]2)[CH2:2][CH2:3][CH2:4][CH2:5][CH2:6][CH2:7]1. The catalyst class is: 3. (5) Reactant: [CH:1]1([C:7]2[C:8]3[CH:9]=[CH:10][C:11]([C:39]([OH:41])=O)=[CH:12][C:13]=3[N:14]3[CH2:20][C:19]([C:21]4[N:25]([CH2:26][CH3:27])[N:24]=[CH:23][C:22]=4[C:28]([O:30][CH2:31][CH3:32])=[O:29])=[CH:18][C:17]4[CH:33]=[C:34]([O:37][CH3:38])[CH:35]=[CH:36][C:16]=4[C:15]=23)[CH2:6][CH2:5][CH2:4][CH2:3][CH2:2]1.[CH3:42][CH:43]([S:45]([NH2:48])(=[O:47])=[O:46])[CH3:44].C(Cl)CCl. Product: [CH:1]1([C:7]2[C:8]3[CH:9]=[CH:10][C:11]([C:39](=[O:41])[NH:48][S:45]([CH:43]([CH3:44])[CH3:42])(=[O:47])=[O:46])=[CH:12][C:13]=3[N:14]3[CH2:20][C:19]([C:21]4[N:25]([CH2:26][CH3:27])[N:24]=[CH:23][C:22]=4[C:28]([O:30][CH2:31][CH3:32])=[O:29])=[CH:18][C:17]4[CH:33]=[C:34]([O:37][CH3:38])[CH:35]=[CH:36][C:16]=4[C:15]=23)[CH2:2][CH2:3][CH2:4][CH2:5][CH2:6]1. The catalyst class is: 166. (6) Product: [Br:1][C:2]1[CH:21]=[CH:20][C:5]([CH2:6][N:7]2[C:15]3[C:10](=[CH:11][C:12]([C:16]([OH:18])=[O:17])=[CH:13][CH:14]=3)[CH:9]=[CH:8]2)=[CH:4][CH:3]=1. The catalyst class is: 5. Reactant: [Br:1][C:2]1[CH:21]=[CH:20][C:5]([CH2:6][N:7]2[C:15]3[C:10](=[CH:11][C:12]([C:16]([O:18]C)=[O:17])=[CH:13][CH:14]=3)[CH:9]=[CH:8]2)=[CH:4][CH:3]=1.[OH-].[Na+]. (7) Reactant: [Br:1][C:2]1[C:3]([CH2:10]O)=[N:4][C:5]([S:8][CH3:9])=[N:6][CH:7]=1.C1(P(C2C=CC=CC=2)C2C=CC=CC=2)C=CC=CC=1.C(Br)(Br)(Br)[Br:32]. Product: [Br:1][C:2]1[C:3]([CH2:10][Br:32])=[N:4][C:5]([S:8][CH3:9])=[N:6][CH:7]=1. The catalyst class is: 2.